From a dataset of Forward reaction prediction with 1.9M reactions from USPTO patents (1976-2016). Predict the product of the given reaction. The product is: [Cl:1][C:2]1[CH:3]=[CH:4][C:5]([O:6][C:7]2[CH:8]=[CH:9][C:10]([N:13]3[C@@H:17]([C:18]4[CH:23]=[CH:22][CH:21]=[C:20]([C:24]([F:25])([F:27])[F:26])[CH:19]=4)[CH2:16][NH:15][C:14]3=[O:37])=[CH:11][CH:12]=2)=[CH:38][CH:39]=1. Given the reactants [Cl:1][C:2]1[CH:39]=[CH:38][C:5]([O:6][C:7]2[CH:12]=[CH:11][C:10]([N:13]3[C@@H:17]([C:18]4[CH:23]=[CH:22][CH:21]=[C:20]([C:24]([F:27])([F:26])[F:25])[CH:19]=4)[CH2:16][N:15](CC4C=CC(OC)=CC=4)[C:14]3=[O:37])=[CH:9][CH:8]=2)=[CH:4][CH:3]=1.C(O)(C(F)(F)F)=O, predict the reaction product.